This data is from Forward reaction prediction with 1.9M reactions from USPTO patents (1976-2016). The task is: Predict the product of the given reaction. (1) Given the reactants Br[C:2]1[CH:11]=[N:10][CH:9]=[CH:8][C:3]=1[C:4]([O:6][CH3:7])=[O:5].[F:12][C:13]1[CH:20]=[CH:19][C:16]([CH2:17][NH2:18])=[CH:15][CH:14]=1.CC1(C)C2C(=C(P(C3C=CC=CC=3)C3C=CC=CC=3)C=CC=2)OC2C(P(C3C=CC=CC=3)C3C=CC=CC=3)=CC=CC1=2.C(=O)([O-])[O-].[Cs+].[Cs+], predict the reaction product. The product is: [F:12][C:13]1[CH:20]=[CH:19][C:16]([CH2:17][NH:18][C:2]2[CH:11]=[N:10][CH:9]=[CH:8][C:3]=2[C:4]([O:6][CH3:7])=[O:5])=[CH:15][CH:14]=1. (2) Given the reactants C([N:4]1[C:12]2[C:7](=[CH:8][CH:9]=[CH:10][CH:11]=2)[C:6]([CH3:14])([CH3:13])[C:5]1=[O:15])(=O)C.Cl.C(OC)(C)(C)C, predict the reaction product. The product is: [CH3:13][C:6]1([CH3:14])[C:7]2[C:12](=[CH:11][CH:10]=[CH:9][CH:8]=2)[NH:4][C:5]1=[O:15]. (3) Given the reactants [CH3:1][O:2][C:3]1[CH:8]=[CH:7][C:6]([CH2:9][C:10](Cl)=[O:11])=[CH:5][CH:4]=1.[C:13]1([Mg]Cl)[CH:18]=[CH:17][CH:16]=[CH:15][CH:14]=1.O, predict the reaction product. The product is: [CH3:1][O:2][C:3]1[CH:8]=[CH:7][C:6]([CH2:9][C:10]([C:13]2[CH:18]=[CH:17][CH:16]=[CH:15][CH:14]=2)=[O:11])=[CH:5][CH:4]=1. (4) The product is: [CH2:1]([O:4][C:5]1[CH:6]=[C:7]([CH:14]=[CH:15][C:16]=1[O:17][CH2:18][CH2:19][CH3:20])[C:8]([OH:10])=[O:9])[CH2:2][CH3:3]. Given the reactants [CH2:1]([O:4][C:5]1[CH:6]=[C:7]([CH:14]=[CH:15][C:16]=1[O:17][CH2:18][CH2:19][CH3:20])[C:8]([O:10]CCC)=[O:9])[CH2:2][CH3:3].[OH-].[K+].O, predict the reaction product. (5) Given the reactants [F:1][C:2]1[C:3]([OH:22])=[C:4]([CH:7]=[C:8]([CH:11]2[CH2:16][CH2:15][CH:14]([CH2:17][CH2:18][CH2:19][CH2:20][CH3:21])[CH2:13][CH2:12]2)[C:9]=1[F:10])[CH:5]=[O:6].C(=O)([O-])[O-].[K+].[K+].[CH2:29](Br)[CH:30]=[CH2:31], predict the reaction product. The product is: [CH2:31]([O:22][C:3]1[C:2]([F:1])=[C:9]([F:10])[C:8]([CH:11]2[CH2:16][CH2:15][CH:14]([CH2:17][CH2:18][CH2:19][CH2:20][CH3:21])[CH2:13][CH2:12]2)=[CH:7][C:4]=1[CH:5]=[O:6])[CH:30]=[CH2:29]. (6) Given the reactants [OH:1][C@@H:2]([C@H:4]1[C:24](=[O:25])[N:6]2[C:7]([C:21]([O-:23])=[O:22])=[C:8]([S:11]/[CH:12]=[CH:13]\[C:14]3[S:18][CH:17]=[N:16][C:15]=3[CH2:19][OH:20])[C@H:9]([CH3:10])[C@H:5]12)[CH3:3].[Na+].[CH3:27][C@H:28]1[CH2:33][CH2:32][CH2:31][C@@H:30]([CH3:34])[N:29]1[C:35]([O:37][CH2:38]Cl)=[O:36].C(OCC)(=O)C, predict the reaction product. The product is: [OH:1][C@@H:2]([C@H:4]1[C:24](=[O:25])[N:6]2[C:7]([C:21]([O:23][CH2:38][O:37][C:35]([N:29]3[C@H:30]([CH3:34])[CH2:31][CH2:32][CH2:33][C@@H:28]3[CH3:27])=[O:36])=[O:22])=[C:8]([S:11]/[CH:12]=[CH:13]\[C:14]3[S:18][CH:17]=[N:16][C:15]=3[CH2:19][OH:20])[C@H:9]([CH3:10])[C@H:5]12)[CH3:3]. (7) The product is: [C:9]1([C:2]2[S:6][C:5]([CH:7]=[O:8])=[CH:4][CH:3]=2)[CH:14]=[CH:13][CH:12]=[CH:11][CH:10]=1. Given the reactants Br[C:2]1[S:6][C:5]([CH:7]=[O:8])=[CH:4][CH:3]=1.[C:9]1(B(O)O)[CH:14]=[CH:13][CH:12]=[CH:11][CH:10]=1.C([O-])([O-])=O.[Na+].[Na+].CCOCC, predict the reaction product.